This data is from NCI-60 drug combinations with 297,098 pairs across 59 cell lines. The task is: Regression. Given two drug SMILES strings and cell line genomic features, predict the synergy score measuring deviation from expected non-interaction effect. (1) Drug 1: CC1C(C(=O)NC(C(=O)N2CCCC2C(=O)N(CC(=O)N(C(C(=O)O1)C(C)C)C)C)C(C)C)NC(=O)C3=C4C(=C(C=C3)C)OC5=C(C(=O)C(=C(C5=N4)C(=O)NC6C(OC(=O)C(N(C(=O)CN(C(=O)C7CCCN7C(=O)C(NC6=O)C(C)C)C)C)C(C)C)C)N)C. Drug 2: CCN(CC)CCNC(=O)C1=C(NC(=C1C)C=C2C3=C(C=CC(=C3)F)NC2=O)C. Cell line: HCT-15. Synergy scores: CSS=-5.13, Synergy_ZIP=1.52, Synergy_Bliss=-0.00348, Synergy_Loewe=-12.9, Synergy_HSA=-11.6. (2) Drug 1: CC1=CC=C(C=C1)C2=CC(=NN2C3=CC=C(C=C3)S(=O)(=O)N)C(F)(F)F. Drug 2: CC1=C(C(=CC=C1)Cl)NC(=O)C2=CN=C(S2)NC3=CC(=NC(=N3)C)N4CCN(CC4)CCO. Cell line: HL-60(TB). Synergy scores: CSS=-1.51, Synergy_ZIP=3.75, Synergy_Bliss=8.55, Synergy_Loewe=-0.654, Synergy_HSA=1.14. (3) Drug 1: C1=CC(=CC=C1CCCC(=O)O)N(CCCl)CCCl. Drug 2: CC1=C2C(C(=O)C3(C(CC4C(C3C(C(C2(C)C)(CC1OC(=O)C(C(C5=CC=CC=C5)NC(=O)OC(C)(C)C)O)O)OC(=O)C6=CC=CC=C6)(CO4)OC(=O)C)O)C)O. Cell line: CCRF-CEM. Synergy scores: CSS=58.0, Synergy_ZIP=-7.37, Synergy_Bliss=-11.4, Synergy_Loewe=-10.6, Synergy_HSA=-9.48. (4) Drug 1: CCC1(CC2CC(C3=C(CCN(C2)C1)C4=CC=CC=C4N3)(C5=C(C=C6C(=C5)C78CCN9C7C(C=CC9)(C(C(C8N6C=O)(C(=O)OC)O)OC(=O)C)CC)OC)C(=O)OC)O.OS(=O)(=O)O. Drug 2: C1=CC=C(C(=C1)C(C2=CC=C(C=C2)Cl)C(Cl)Cl)Cl. Cell line: CAKI-1. Synergy scores: CSS=15.2, Synergy_ZIP=-2.04, Synergy_Bliss=4.69, Synergy_Loewe=-22.6, Synergy_HSA=-4.75. (5) Drug 1: C1=CC(=CC=C1CCCC(=O)O)N(CCCl)CCCl. Drug 2: CCC1(CC2CC(C3=C(CCN(C2)C1)C4=CC=CC=C4N3)(C5=C(C=C6C(=C5)C78CCN9C7C(C=CC9)(C(C(C8N6C)(C(=O)OC)O)OC(=O)C)CC)OC)C(=O)OC)O.OS(=O)(=O)O. Cell line: BT-549. Synergy scores: CSS=28.0, Synergy_ZIP=-9.84, Synergy_Bliss=-8.24, Synergy_Loewe=-15.5, Synergy_HSA=-5.48.